This data is from Full USPTO retrosynthesis dataset with 1.9M reactions from patents (1976-2016). The task is: Predict the reactants needed to synthesize the given product. (1) Given the product [F:1][CH:2]([F:6])[C:3]([N:41]1[CH2:42][CH2:43][C@@H:39]([O:38][C:33]2[CH:32]=[CH:31][C:30]([C:26]3[N:25]=[C:24]([NH:23][C:20]4[CH:21]=[CH:22][C:17]([N:14]5[CH2:13][CH2:12][N:11]([CH:9]6[CH2:8][O:7][CH2:10]6)[CH2:16][CH2:15]5)=[CH:18][CH:19]=4)[N:29]=[CH:28][N:27]=3)=[CH:37][C:34]=2[C:35]#[N:36])[CH2:40]1)=[O:4], predict the reactants needed to synthesize it. The reactants are: [F:1][CH:2]([F:6])[C:3](O)=[O:4].[O:7]1[CH2:10][CH:9]([N:11]2[CH2:16][CH2:15][N:14]([C:17]3[CH:22]=[CH:21][C:20]([NH:23][C:24]4[N:29]=[CH:28][N:27]=[C:26]([C:30]5[CH:31]=[CH:32][C:33]([O:38][C@@H:39]6[CH2:43][CH2:42][NH:41][CH2:40]6)=[C:34]([CH:37]=5)[C:35]#[N:36])[N:25]=4)=[CH:19][CH:18]=3)[CH2:13][CH2:12]2)[CH2:8]1. (2) Given the product [CH2:1]([O:4][NH:5][CH:6]1[CH2:11][NH:10][C@@H:9]([C:19]([NH2:20])=[O:21])[CH:8]=[C:7]1[CH2:22][C:23]([NH2:25])=[O:24])[CH:2]=[CH2:3], predict the reactants needed to synthesize it. The reactants are: [CH2:1]([O:4][NH:5][CH:6]1[CH2:11][N:10](C(OC(C)(C)C)=O)[C@H:9]([C:19](=[O:21])[NH2:20])[CH:8]=[C:7]1[CH2:22][C:23]([NH2:25])=[O:24])[CH:2]=[CH2:3].Cl.C([O-])([O-])=O.[K+].[K+]. (3) Given the product [F:18][C:19]([F:24])([F:23])[C:20]([OH:22])=[O:21].[CH3:16][O:15][CH2:14][C@H:11]1[CH2:12][CH2:13][C@H:8]([NH2:7])[CH2:9][CH2:10]1, predict the reactants needed to synthesize it. The reactants are: C(OC(=O)[NH:7][C@H:8]1[CH2:13][CH2:12][C@H:11]([CH2:14][O:15][CH3:16])[CH2:10][CH2:9]1)(C)(C)C.[F:18][C:19]([F:24])([F:23])[C:20]([OH:22])=[O:21]. (4) The reactants are: [H-].[H-].[H-].[H-].[Li+].[Al+3].[S:7]1[CH:11]=[CH:10][CH:9]=[C:8]1[C:12]1[N:16]([CH2:17][C:18](O)=[O:19])[C:15](=[S:21])[NH:14][N:13]=1. Given the product [OH:19][CH2:18][CH2:17][N:16]1[C:12]([C:8]2[S:7][CH:11]=[CH:10][CH:9]=2)=[N:13][NH:14][C:15]1=[S:21], predict the reactants needed to synthesize it. (5) Given the product [CH2:1]([C:3]1[CH:4]=[CH:5][C:6]([NH:9][C:10](=[O:42])[O:11][CH2:12][C:13]2([C:30](=[O:41])[NH:31][CH2:32][C:33]3[CH:38]=[CH:37][CH:36]=[C:35]([F:39])[C:34]=3[CH3:40])[CH2:14][CH2:15][N:16]([C:19](=[O:29])[CH2:20][NH2:21])[CH2:17][CH2:18]2)=[CH:7][CH:8]=1)[CH3:2], predict the reactants needed to synthesize it. The reactants are: [CH2:1]([C:3]1[CH:8]=[CH:7][C:6]([NH:9][C:10](=[O:42])[O:11][CH2:12][C:13]2([C:30](=[O:41])[NH:31][CH2:32][C:33]3[CH:38]=[CH:37][CH:36]=[C:35]([F:39])[C:34]=3[CH3:40])[CH2:18][CH2:17][N:16]([C:19](=[O:29])[CH2:20][NH:21]C(OC(C)(C)C)=O)[CH2:15][CH2:14]2)=[CH:5][CH:4]=1)[CH3:2].Cl. (6) Given the product [O:1]([CH2:8][C:9]([NH:11][C:12]1[N:20]=[C:19]2[C:15]([N:16]=[CH:17][N:18]2[C@H:21]2[C@H:26]3[C@H:27]([OH:28])[C@:23]([CH2:29][O:30][C:42]([C:59]4[CH:64]=[CH:63][CH:62]=[CH:61][CH:60]=4)([C:51]4[CH:58]=[CH:57][C:54]([O:55][CH3:56])=[CH:53][CH:52]=4)[C:43]4[CH:44]=[CH:45][C:46]([O:47][CH3:48])=[CH:49][CH:50]=4)([CH2:24][O:25]3)[O:22]2)=[C:14]([NH:31][C:32](=[O:41])[CH2:33][O:34][C:35]2[CH:40]=[CH:39][CH:38]=[CH:37][CH:36]=2)[N:13]=1)=[O:10])[C:2]1[CH:7]=[CH:6][CH:5]=[CH:4][CH:3]=1, predict the reactants needed to synthesize it. The reactants are: [O:1]([CH2:8][C:9]([NH:11][C:12]1[N:20]=[C:19]2[C:15]([N:16]=[CH:17][N:18]2[C@H:21]2[C@H:26]3[C@H:27]([OH:28])[C@:23]([CH2:29][OH:30])([CH2:24][O:25]3)[O:22]2)=[C:14]([NH:31][C:32](=[O:41])[CH2:33][O:34][C:35]2[CH:40]=[CH:39][CH:38]=[CH:37][CH:36]=2)[N:13]=1)=[O:10])[C:2]1[CH:7]=[CH:6][CH:5]=[CH:4][CH:3]=1.[C:42](Cl)([C:59]1[CH:64]=[CH:63][CH:62]=[CH:61][CH:60]=1)([C:51]1[CH:58]=[CH:57][C:54]([O:55][CH3:56])=[CH:53][CH:52]=1)[C:43]1[CH:50]=[CH:49][C:46]([O:47][CH3:48])=[CH:45][CH:44]=1. (7) Given the product [C:1]([C:3]1[CH:4]=[C:5]2[N:11]=[C:10]([C:12]([C:14]3[C:22]([O:23][CH3:24])=[CH:21][C:20]([CH3:25])=[C:19]4[C:15]=3[CH:16]=[CH:17][N:18]4[C:26]([O:28][C:29]([CH3:30])([CH3:31])[CH3:32])=[O:27])([OH:13])[C:45]([F:48])([F:47])[F:46])[N:9]([CH2:33][O:34][CH2:35][CH2:36][Si:37]([CH3:38])([CH3:39])[CH3:40])[C:6]2=[N:7][CH:8]=1)#[N:2], predict the reactants needed to synthesize it. The reactants are: [C:1]([C:3]1[CH:4]=[C:5]2[N:11]=[C:10]([C:12]([C:14]3[C:22]([O:23][CH3:24])=[CH:21][C:20]([CH3:25])=[C:19]4[C:15]=3[CH:16]=[CH:17][N:18]4[C:26]([O:28][C:29]([CH3:32])([CH3:31])[CH3:30])=[O:27])=[O:13])[N:9]([CH2:33][O:34][CH2:35][CH2:36][Si:37]([CH3:40])([CH3:39])[CH3:38])[C:6]2=[N:7][CH:8]=1)#[N:2].[F-].[Cs+].C[Si](C)(C)[C:45]([F:48])([F:47])[F:46].CCCC[N+](CCCC)(CCCC)CCCC.[F-].